This data is from Full USPTO retrosynthesis dataset with 1.9M reactions from patents (1976-2016). The task is: Predict the reactants needed to synthesize the given product. (1) Given the product [C:16]([SiH2:15][O:14][C:13]([CH3:21])([CH3:20])[C@@H:9]1[CH2:10][CH2:11][CH2:12][N:8]1[C:6]1[CH:7]=[C:2]([N:27]2[CH2:26][C:25]3[C:29](=[CH:30][CH:31]=[C:23]([Cl:22])[CH:24]=3)[C:28]2=[O:32])[CH:3]=[N:4][CH:5]=1)([CH3:19])([CH3:18])[CH3:17], predict the reactants needed to synthesize it. The reactants are: Br[C:2]1[CH:3]=[N:4][CH:5]=[C:6]([N:8]2[CH2:12][CH2:11][CH2:10][C@H:9]2[C:13]([CH3:21])([CH3:20])[O:14][SiH2:15][C:16]([CH3:19])([CH3:18])[CH3:17])[CH:7]=1.[Cl:22][C:23]1[CH:24]=[C:25]2[C:29](=[CH:30][CH:31]=1)[C:28](=[O:32])[NH:27][CH2:26]2. (2) The reactants are: Cl.[CH2:2]1[C:14]2[C:13]3[CH:12]=[CH:11][CH:10]=[CH:9][C:8]=3[N:7]([CH2:15][C:16]([O:18]CC)=[O:17])[C:6]=2[CH2:5][CH2:4][NH:3]1.[CH3:21][CH2:22]N(C(C)C)C(C)C.[C:30]1([N:36]=[C:37]=[O:38])[CH:35]=[CH:34][CH:33]=[CH:32][CH:31]=1.Cl. Given the product [CH2:21]([CH:15]([N:7]1[C:8]2[CH:9]=[CH:10][CH:11]=[CH:12][C:13]=2[C:14]2[CH2:2][N:3]([C:37](=[O:38])[NH:36][C:30]3[CH:35]=[CH:34][CH:33]=[CH:32][CH:31]=3)[CH2:4][CH2:5][C:6]1=2)[C:16]([OH:18])=[O:17])[CH3:22], predict the reactants needed to synthesize it.